From a dataset of NCI-60 drug combinations with 297,098 pairs across 59 cell lines. Regression. Given two drug SMILES strings and cell line genomic features, predict the synergy score measuring deviation from expected non-interaction effect. (1) Drug 1: CN1CCC(CC1)COC2=C(C=C3C(=C2)N=CN=C3NC4=C(C=C(C=C4)Br)F)OC. Drug 2: COC1=CC(=CC(=C1O)OC)C2C3C(COC3=O)C(C4=CC5=C(C=C24)OCO5)OC6C(C(C7C(O6)COC(O7)C8=CC=CS8)O)O. Cell line: CAKI-1. Synergy scores: CSS=66.3, Synergy_ZIP=4.71, Synergy_Bliss=4.08, Synergy_Loewe=6.04, Synergy_HSA=9.97. (2) Drug 2: C1CN(CCN1C(=O)CCBr)C(=O)CCBr. Drug 1: CC(CN1CC(=O)NC(=O)C1)N2CC(=O)NC(=O)C2. Synergy scores: CSS=18.9, Synergy_ZIP=-6.14, Synergy_Bliss=5.09, Synergy_Loewe=1.12, Synergy_HSA=2.28. Cell line: SK-MEL-5. (3) Drug 1: CC12CCC3C(C1CCC2=O)CC(=C)C4=CC(=O)C=CC34C. Drug 2: C1=NC2=C(N=C(N=C2N1C3C(C(C(O3)CO)O)F)Cl)N. Cell line: RPMI-8226. Synergy scores: CSS=62.1, Synergy_ZIP=0.154, Synergy_Bliss=-1.24, Synergy_Loewe=-1.64, Synergy_HSA=-2.36. (4) Drug 1: CCCS(=O)(=O)NC1=C(C(=C(C=C1)F)C(=O)C2=CNC3=C2C=C(C=N3)C4=CC=C(C=C4)Cl)F. Drug 2: CC1=C2C(C(=O)C3(C(CC4C(C3C(C(C2(C)C)(CC1OC(=O)C(C(C5=CC=CC=C5)NC(=O)OC(C)(C)C)O)O)OC(=O)C6=CC=CC=C6)(CO4)OC(=O)C)OC)C)OC. Cell line: HCT-15. Synergy scores: CSS=62.7, Synergy_ZIP=14.0, Synergy_Bliss=13.7, Synergy_Loewe=-48.4, Synergy_HSA=12.1. (5) Drug 1: CCC1=CC2CC(C3=C(CN(C2)C1)C4=CC=CC=C4N3)(C5=C(C=C6C(=C5)C78CCN9C7C(C=CC9)(C(C(C8N6C)(C(=O)OC)O)OC(=O)C)CC)OC)C(=O)OC.C(C(C(=O)O)O)(C(=O)O)O. Drug 2: C#CCC(CC1=CN=C2C(=N1)C(=NC(=N2)N)N)C3=CC=C(C=C3)C(=O)NC(CCC(=O)O)C(=O)O. Cell line: U251. Synergy scores: CSS=31.6, Synergy_ZIP=-1.57, Synergy_Bliss=-2.48, Synergy_Loewe=-2.64, Synergy_HSA=-1.05. (6) Drug 1: C1=CC(=CC=C1CCC2=CNC3=C2C(=O)NC(=N3)N)C(=O)NC(CCC(=O)O)C(=O)O. Drug 2: C1C(C(OC1N2C=NC(=NC2=O)N)CO)O. Cell line: HT29. Synergy scores: CSS=39.7, Synergy_ZIP=-4.13, Synergy_Bliss=-5.02, Synergy_Loewe=-2.99, Synergy_HSA=0.892. (7) Drug 1: CC1OCC2C(O1)C(C(C(O2)OC3C4COC(=O)C4C(C5=CC6=C(C=C35)OCO6)C7=CC(=C(C(=C7)OC)O)OC)O)O. Drug 2: CN1C(=O)N2C=NC(=C2N=N1)C(=O)N. Cell line: 786-0. Synergy scores: CSS=32.8, Synergy_ZIP=-3.63, Synergy_Bliss=-1.75, Synergy_Loewe=-22.8, Synergy_HSA=-1.02. (8) Drug 1: CC(C)(C#N)C1=CC(=CC(=C1)CN2C=NC=N2)C(C)(C)C#N. Drug 2: CC1C(C(CC(O1)OC2CC(CC3=C2C(=C4C(=C3O)C(=O)C5=C(C4=O)C(=CC=C5)OC)O)(C(=O)CO)O)N)O.Cl. Cell line: NCI-H322M. Synergy scores: CSS=37.2, Synergy_ZIP=1.99, Synergy_Bliss=2.98, Synergy_Loewe=2.71, Synergy_HSA=2.77. (9) Drug 1: C1=CC(=C2C(=C1NCCNCCO)C(=O)C3=C(C=CC(=C3C2=O)O)O)NCCNCCO. Drug 2: CCN(CC)CCNC(=O)C1=C(NC(=C1C)C=C2C3=C(C=CC(=C3)F)NC2=O)C. Cell line: SW-620. Synergy scores: CSS=43.7, Synergy_ZIP=5.71, Synergy_Bliss=3.95, Synergy_Loewe=-16.3, Synergy_HSA=3.18. (10) Drug 1: CC1=C(N=C(N=C1N)C(CC(=O)N)NCC(C(=O)N)N)C(=O)NC(C(C2=CN=CN2)OC3C(C(C(C(O3)CO)O)O)OC4C(C(C(C(O4)CO)O)OC(=O)N)O)C(=O)NC(C)C(C(C)C(=O)NC(C(C)O)C(=O)NCCC5=NC(=CS5)C6=NC(=CS6)C(=O)NCCC[S+](C)C)O. Drug 2: CC1=C(C(=O)C2=C(C1=O)N3CC4C(C3(C2COC(=O)N)OC)N4)N. Cell line: SNB-75. Synergy scores: CSS=40.5, Synergy_ZIP=-6.28, Synergy_Bliss=-1.65, Synergy_Loewe=3.10, Synergy_HSA=4.42.